This data is from Catalyst prediction with 721,799 reactions and 888 catalyst types from USPTO. The task is: Predict which catalyst facilitates the given reaction. (1) Reactant: [Cl:1][C:2]1[CH:3]=[N:4][C:5]2[CH2:6][CH2:7][N:8](C(OC(C)(C)C)=O)[CH2:9][C:10]=2[CH:11]=1. Product: [Cl:1][C:2]1[CH:3]=[N:4][C:5]2[CH2:6][CH2:7][NH:8][CH2:9][C:10]=2[CH:11]=1. The catalyst class is: 55. (2) Reactant: C1N=CN([C:6]([N:8]2C=N[CH:10]=[CH:9]2)=[O:7])C=1.N[C:14]1[CH:19]=[CH:18]C=C[C:15]=1[SH:20]. The catalyst class is: 56. Product: [S:20]1[C:15]2[CH:14]=[CH:19][CH:18]=[CH:10][C:9]=2[NH:8][C:6]1=[O:7]. (3) Reactant: [NH2:1][C:2]1[CH:7]=[C:6]([Cl:8])[N:5]=[C:4]([C:9]#[N:10])[C:3]=1[N+:11]([O-:13])=[O:12].[C:14](=O)([O-])[O-].[K+].[K+].IC. Product: [CH3:14][NH:1][C:2]1[CH:7]=[C:6]([Cl:8])[N:5]=[C:4]([C:9]#[N:10])[C:3]=1[N+:11]([O-:13])=[O:12]. The catalyst class is: 115. (4) Reactant: [CH2:1]([NH:13][C:14]1[C:15]([C:20]2[CH:25]=[CH:24][C:23]([C:26]3[C:27]([NH:32][CH2:33][CH2:34][CH2:35][CH2:36][CH2:37][CH2:38][CH2:39][CH2:40][CH2:41][CH2:42][CH2:43][CH3:44])=[CH:28][CH:29]=[CH:30][CH:31]=3)=[CH:22][CH:21]=2)=[CH:16][CH:17]=[CH:18][CH:19]=1)[CH2:2][CH2:3][CH2:4][CH2:5][CH2:6][CH2:7][CH2:8][CH2:9][CH2:10][CH2:11][CH3:12].C([O-])(=O)C.C([O-])(=O)C.C1([IH+])C=CC=CC=1.C1([IH+])C=CC=CC=1. Product: [CH2:33]([N:32]1[C:22]2[C:23](=[CH:24][C:25]3[N:13]([CH2:1][CH2:2][CH2:3][CH2:4][CH2:5][CH2:6][CH2:7][CH2:8][CH2:9][CH2:10][CH2:11][CH3:12])[C:14]4[C:15]([C:20]=3[CH:21]=2)=[CH:16][CH:17]=[CH:18][CH:19]=4)[C:26]2[C:27]1=[CH:28][CH:29]=[CH:30][CH:31]=2)[CH2:34][CH2:35][CH2:36][CH2:37][CH2:38][CH2:39][CH2:40][CH2:41][CH2:42][CH2:43][CH3:44]. The catalyst class is: 222. (5) Reactant: [C:1]1(=[O:29])[N:5]([CH2:6][C@H:7]([OH:23])[CH2:8][NH:9][C:10]2[CH:15]=[CH:14][C:13]([N:16]3[CH2:21][CH2:20][O:19][CH2:18][CH2:17]3)=[C:12]([F:22])[CH:11]=2)[C:4](=[O:24])[C:3]2=[CH:25][CH:26]=[CH:27][CH:28]=[C:2]12.[C:30](C1NC=CN=1)(C1NC=CN=1)=[O:31]. Product: [F:22][C:12]1[CH:11]=[C:10]([N:9]2[CH2:8][C@H:7]([CH2:6][N:5]3[C:4](=[O:24])[C:3]4=[CH:25][CH:26]=[CH:27][CH:28]=[C:2]4[C:1]3=[O:29])[O:23][C:30]2=[O:31])[CH:15]=[CH:14][C:13]=1[N:16]1[CH2:17][CH2:18][O:19][CH2:20][CH2:21]1. The catalyst class is: 2. (6) Reactant: [CH:1]1(O)[CH2:5][CH2:4][CH:3]=[CH:2]1.[Cl:7][C:8]1[N:16]=[C:15]2[C:11]([NH:12][CH:13]=[N:14]2)=[C:10]([Cl:17])[N:9]=1.C1(P(C2C=CC=CC=2)C2C=CC=CC=2)C=CC=CC=1.N(C(OCC)=O)=NC(OCC)=O. Product: [Cl:7][C:8]1[N:16]=[C:15]2[C:11]([N:12]=[CH:13][N:14]2[CH:1]2[CH2:5][CH2:4][CH:3]=[CH:2]2)=[C:10]([Cl:17])[N:9]=1. The catalyst class is: 1. (7) Reactant: [F:1][C:2]([F:6])([F:5])[CH2:3][OH:4].[H-].[Na+].C[O:10][C:11](=[O:42])[CH2:12][CH2:13][NH:14][S:15]([C:18]1[CH:23]=[CH:22][C:21]([C:24]2[N:28]=[C:27]([C:29]3[CH:34]=[CH:33][C:32](F)=[C:31]([C:36]([F:39])([F:38])[F:37])[CH:30]=3)[O:26][N:25]=2)=[CH:20][C:19]=1[CH2:40][CH3:41])(=[O:17])=[O:16].[Li+].[OH-]. Product: [CH2:40]([C:19]1[CH:20]=[C:21]([C:24]2[N:28]=[C:27]([C:29]3[CH:34]=[CH:33][C:32]([O:4][CH2:3][C:2]([F:6])([F:5])[F:1])=[C:31]([C:36]([F:38])([F:39])[F:37])[CH:30]=3)[O:26][N:25]=2)[CH:22]=[CH:23][C:18]=1[S:15]([NH:14][CH2:13][CH2:12][C:11]([OH:42])=[O:10])(=[O:16])=[O:17])[CH3:41]. The catalyst class is: 18.